This data is from Catalyst prediction with 721,799 reactions and 888 catalyst types from USPTO. The task is: Predict which catalyst facilitates the given reaction. (1) Reactant: Cl[C:2]1[C:7]([CH:8]([CH2:13][CH2:14][CH3:15])[C:9]([O:11][CH3:12])=[O:10])=[C:6]([CH3:16])[N:5]=[C:4]([N:17]2[CH2:22][CH2:21][CH2:20][CH2:19][CH2:18]2)[N:3]=1.C(N(CC)C(C)C)(C)C.[F:32][C:33]1[CH:38]=[C:37]([F:39])[C:36]([F:40])=[CH:35][C:34]=1B(O)O. Product: [CH3:16][C:6]1[C:7]([CH:8]([CH2:13][CH2:14][CH3:15])[C:9]([O:11][CH3:12])=[O:10])=[C:2]([C:34]2[CH:35]=[C:36]([F:40])[C:37]([F:39])=[CH:38][C:33]=2[F:32])[N:3]=[C:4]([N:17]2[CH2:22][CH2:21][CH2:20][CH2:19][CH2:18]2)[N:5]=1. The catalyst class is: 659. (2) Reactant: [C:1]1([C:7]2[CH:12]=[CH:11][C:10]([OH:13])=[CH:9][CH:8]=2)[CH:6]=[CH:5][CH:4]=[CH:3][CH:2]=1.C([Li])(C)(C)C.[O:19]1[CH2:21][CH:20]1[CH2:22][N:23]1[C:31]2[C:26](=[CH:27][C:28]([C:32]#[N:33])=[CH:29][CH:30]=2)[CH:25]=[CH:24]1.C(OCC)C. Product: [C:7]1([C:1]2[CH:2]=[CH:3][CH:4]=[CH:5][CH:6]=2)[CH:8]=[CH:9][C:10]([O:13][CH2:21][CH:20]([OH:19])[CH2:22][N:23]2[C:31]3[C:26](=[CH:27][C:28]([C:32]#[N:33])=[CH:29][CH:30]=3)[CH:25]=[CH:24]2)=[CH:11][CH:12]=1. The catalyst class is: 1. (3) Reactant: Cl.[CH3:2][C:3]1[CH:8]=[CH:7][CH:6]=[CH:5][C:4]=1[N:9]1[C:14](=[O:15])[CH:13]=[CH:12][C:11]([C:16]2[C:17]([C:25]3[CH:30]=[CH:29][CH:28]=[CH:27][CH:26]=3)=[N:18][N:19]3[CH2:24][CH2:23][NH:22][CH2:21][C:20]=23)=[N:10]1.[C:31](OC(=O)C)(=[O:33])[CH3:32].C(N(C(C)C)C(C)C)C. Product: [C:31]([N:22]1[CH2:23][CH2:24][N:19]2[N:18]=[C:17]([C:25]3[CH:30]=[CH:29][CH:28]=[CH:27][CH:26]=3)[C:16]([C:11]3[CH:12]=[CH:13][C:14](=[O:15])[N:9]([C:4]4[CH:5]=[CH:6][CH:7]=[CH:8][C:3]=4[CH3:2])[N:10]=3)=[C:20]2[CH2:21]1)(=[O:33])[CH3:32]. The catalyst class is: 2. (4) Reactant: [Cl:1][C:2]1[CH:3]=[C:4]([CH:7]=[C:8]([O:10][C:11]2[C:16](=[O:17])[N:15]([CH2:18][C:19]3[C:20]([O:29][CH2:30][C:31]4[CH:36]=[CH:35][C:34]([O:37][CH3:38])=[CH:33][CH:32]=4)=[N:21][C:22](S(C)(=O)=O)=[N:23][CH:24]=3)[CH:14]=[N:13][C:12]=2[C:39]([F:42])([F:41])[F:40])[CH:9]=1)[C:5]#[N:6].[CH3:43][NH2:44].CO. Product: [Cl:1][C:2]1[CH:3]=[C:4]([CH:7]=[C:8]([O:10][C:11]2[C:16](=[O:17])[N:15]([CH2:18][C:19]3[C:20]([O:29][CH2:30][C:31]4[CH:36]=[CH:35][C:34]([O:37][CH3:38])=[CH:33][CH:32]=4)=[N:21][C:22]([NH:44][CH3:43])=[N:23][CH:24]=3)[CH:14]=[N:13][C:12]=2[C:39]([F:42])([F:41])[F:40])[CH:9]=1)[C:5]#[N:6]. The catalyst class is: 1. (5) Reactant: CO[C:3]([C:9]1[CH:14]=[CH:13][C:12]([O:15][C:16]2[CH:21]=[CH:20][CH:19]=[CH:18][CH:17]=2)=[CH:11][CH:10]=1)=[C:4]([C:7]#[N:8])[C:5]#[N:6].O.[NH2:23][NH2:24]. Product: [NH2:6][C:5]1[NH:24][N:23]=[C:3]([C:9]2[CH:14]=[CH:13][C:12]([O:15][C:16]3[CH:21]=[CH:20][CH:19]=[CH:18][CH:17]=3)=[CH:11][CH:10]=2)[C:4]=1[C:7]#[N:8]. The catalyst class is: 14. (6) Reactant: [NH2:1][C:2](=[O:29])[C@@H:3]([NH:12][C:13]([C:15]1([NH:21][C:22](=[O:28])[O:23][C:24]([CH3:27])([CH3:26])[CH3:25])[CH2:20][CH2:19][O:18][CH2:17][CH2:16]1)=[O:14])[CH2:4][C:5]1[CH:10]=[CH:9][C:8](I)=[CH:7][CH:6]=1.[CH3:30][S:31]([O:34][C:35]1[CH:40]=[CH:39][C:38](B(O)O)=[CH:37][CH:36]=1)(=[O:33])=[O:32].C(=O)([O-])[O-].[Na+].[Na+]. Product: [CH3:30][S:31]([O:34][C:35]1[CH:36]=[CH:37][C:38]([C:8]2[CH:9]=[CH:10][C:5]([CH2:4][C@H:3]([NH:12][C:13]([C:15]3([NH:21][C:22]([O:23][C:24]([CH3:27])([CH3:26])[CH3:25])=[O:28])[CH2:20][CH2:19][O:18][CH2:17][CH2:16]3)=[O:14])[C:2]([NH2:1])=[O:29])=[CH:6][CH:7]=2)=[CH:39][CH:40]=1)(=[O:33])=[O:32]. The catalyst class is: 10. (7) Reactant: [C:1]([N:20]1[CH:28]=[C:27]2[C:22]([CH2:23][CH2:24][CH2:25][C:26]2=[N:29][OH:30])=[N:21]1)([C:14]1[CH:19]=[CH:18][CH:17]=[CH:16][CH:15]=1)([C:8]1[CH:13]=[CH:12][CH:11]=[CH:10][CH:9]=1)[C:2]1[CH:7]=[CH:6][CH:5]=[CH:4][CH:3]=1.N1C=CC=C[CH:32]=1.C[C:38]#[C:39][C:40]([O-:42])=[O:41].O. Product: [CH3:32][O:42][C:40](=[O:41])[CH:39]=[CH:38][O:30]/[N:29]=[C:26]1/[C:27]2[C:22]([CH2:23][CH2:24][CH2:25]/1)=[N:21][N:20]([C:1]([C:14]1[CH:19]=[CH:18][CH:17]=[CH:16][CH:15]=1)([C:8]1[CH:13]=[CH:12][CH:11]=[CH:10][CH:9]=1)[C:2]1[CH:3]=[CH:4][CH:5]=[CH:6][CH:7]=1)[CH:28]=2. The catalyst class is: 16.